From a dataset of Catalyst prediction with 721,799 reactions and 888 catalyst types from USPTO. Predict which catalyst facilitates the given reaction. (1) Reactant: [Br:1][C:2]1[CH:3]=[N:4][C:5](=[O:8])[NH:6][CH:7]=1.C1CN([P+](O[N:26]2[N:34]=[N:33][C:28]3[CH:29]=[CH:30][CH:31]=[N:32][C:27]2=3)(N2CCCC2)N2CCCC2)CC1.F[P-](F)(F)(F)(F)F.C1CCN2C(=NCCC2)CC1. Product: [Br:1][C:2]1[CH:3]=[N:4][C:5]([O:8][N:26]2[C:27]3=[N:32][CH:31]=[CH:30][CH:29]=[C:28]3[N:33]=[N:34]2)=[N:6][CH:7]=1. The catalyst class is: 23. (2) Reactant: [NH2:1][C:2]1[CH:7]=[CH:6][C:5]([C:8]2[S:12][C:11]([NH:13][C:14]([NH2:16])=[NH:15])=[N:10][C:9]=2[CH2:17][CH3:18])=[CH:4][CH:3]=1.[CH:19]([CH:21]1[CH2:26][CH2:25][N:24]([C:27]([O:29][CH2:30][C:31]2[CH:36]=[CH:35][CH:34]=[CH:33][CH:32]=2)=[O:28])[CH2:23][CH2:22]1)=O.C(O[BH-](OC(=O)C)OC(=O)C)(=O)C.[Na+]. Product: [NH2:15][C:14]([NH:13][C:11]1[S:12][C:8]([C:5]2[CH:6]=[CH:7][C:2]([NH:1][CH2:19][CH:21]3[CH2:26][CH2:25][N:24]([C:27]([O:29][CH2:30][C:31]4[CH:32]=[CH:33][CH:34]=[CH:35][CH:36]=4)=[O:28])[CH2:23][CH2:22]3)=[CH:3][CH:4]=2)=[C:9]([CH2:17][CH3:18])[N:10]=1)=[NH:16]. The catalyst class is: 4.